The task is: Predict the reactants needed to synthesize the given product.. This data is from Full USPTO retrosynthesis dataset with 1.9M reactions from patents (1976-2016). (1) The reactants are: C(P(CCCC)(CCCC)=[CH:6][C:7]([O:9][CH3:10])=[O:8])CCC.[CH2:19]([O:26][C@H:27]1[C@@H:32]([O:33][CH2:34][C:35]2[CH:40]=[CH:39][CH:38]=[CH:37][CH:36]=2)[C@H:31]([O:41][CH2:42][C:43]2[CH:48]=[CH:47][CH:46]=[CH:45][CH:44]=2)[C@@H:30]([CH2:49][O:50][CH2:51][C:52]2[CH:57]=[CH:56][CH:55]=[CH:54][CH:53]=2)[O:29][C:28]1=O)[C:20]1[CH:25]=[CH:24][CH:23]=[CH:22][CH:21]=1. Given the product [CH2:19]([O:26][C@H:27]1[C@@H:32]([O:33][CH2:34][C:35]2[CH:40]=[CH:39][CH:38]=[CH:37][CH:36]=2)[C@H:31]([O:41][CH2:42][C:43]2[CH:44]=[CH:45][CH:46]=[CH:47][CH:48]=2)[C@@H:30]([CH2:49][O:50][CH2:51][C:52]2[CH:53]=[CH:54][CH:55]=[CH:56][CH:57]=2)[O:29]/[C:28]/1=[CH:6]/[C:7]([O:9][CH3:10])=[O:8])[C:20]1[CH:21]=[CH:22][CH:23]=[CH:24][CH:25]=1, predict the reactants needed to synthesize it. (2) Given the product [CH3:19][C:8]([OH:7])([CH3:18])[CH2:9][O:10][CH:11]1[CH2:16][CH2:15][CH:14]([NH:1][C:2]2[N:6]=[CH:5][NH:4][N:3]=2)[CH2:13][CH2:12]1, predict the reactants needed to synthesize it. The reactants are: [NH2:1][C:2]1[N:6]=[CH:5][NH:4][N:3]=1.[OH:7][C:8]([CH3:19])([CH3:18])[CH2:9][O:10][CH:11]1[CH2:16][CH2:15][C:14](=O)[CH2:13][CH2:12]1.C(O[BH-](OC(=O)C)OC(=O)C)(=O)C.[Na+]. (3) Given the product [CH3:1][C:2](=[CH2:10])[CH2:3][CH2:4][CH2:5][CH2:6][C:7]([Cl:14])=[O:8], predict the reactants needed to synthesize it. The reactants are: [CH3:1][C:2](=[CH2:10])[CH2:3][CH2:4][CH2:5][CH2:6][C:7](O)=[O:8].C(Cl)(=O)C([Cl:14])=O. (4) Given the product [Br:1][CH:10]([CH2:11][CH3:12])[C:4](=[O:3])[CH2:5][C:6]([O:8][CH3:9])=[O:7], predict the reactants needed to synthesize it. The reactants are: [Br:1]Br.[O:3]=[C:4]([CH2:10][CH2:11][CH3:12])[CH2:5][C:6]([O:8][CH3:9])=[O:7].